Dataset: Catalyst prediction with 721,799 reactions and 888 catalyst types from USPTO. Task: Predict which catalyst facilitates the given reaction. Reactant: [C:1]([C:5]1[CH:13]=[CH:12][C:8]([C:9]([OH:11])=[O:10])=[C:7]([N+:14]([O-])=O)[CH:6]=1)([CH3:4])([CH3:3])[CH3:2]. Product: [NH2:14][C:7]1[CH:6]=[C:5]([C:1]([CH3:4])([CH3:3])[CH3:2])[CH:13]=[CH:12][C:8]=1[C:9]([OH:11])=[O:10]. The catalyst class is: 63.